This data is from Forward reaction prediction with 1.9M reactions from USPTO patents (1976-2016). The task is: Predict the product of the given reaction. Given the reactants C(N(CC)CC)C.[Cl:8][C:9]1[CH:14]=[C:13]([C:15]([F:18])([F:17])[F:16])[CH:12]=[CH:11][C:10]=1I.[C:20]([OH:24])(=[O:23])[CH:21]=[CH2:22], predict the reaction product. The product is: [Cl:8][C:9]1[CH:14]=[C:13]([C:15]([F:18])([F:17])[F:16])[CH:12]=[CH:11][C:10]=1/[CH:22]=[CH:21]/[C:20]([OH:24])=[O:23].